Dataset: NCI-60 drug combinations with 297,098 pairs across 59 cell lines. Task: Regression. Given two drug SMILES strings and cell line genomic features, predict the synergy score measuring deviation from expected non-interaction effect. (1) Drug 1: C1=CN(C(=O)N=C1N)C2C(C(C(O2)CO)O)O.Cl. Drug 2: CN(CCCl)CCCl.Cl. Cell line: NCI-H522. Synergy scores: CSS=34.2, Synergy_ZIP=-8.80, Synergy_Bliss=-8.29, Synergy_Loewe=-0.113, Synergy_HSA=1.46. (2) Drug 1: CC(C)NC(=O)C1=CC=C(C=C1)CNNC.Cl. Drug 2: C1CNP(=O)(OC1)N(CCCl)CCCl. Cell line: HT29. Synergy scores: CSS=-4.72, Synergy_ZIP=6.27, Synergy_Bliss=9.08, Synergy_Loewe=0.764, Synergy_HSA=-0.422. (3) Drug 1: CC1=C(C(=CC=C1)Cl)NC(=O)C2=CN=C(S2)NC3=CC(=NC(=N3)C)N4CCN(CC4)CCO. Drug 2: CS(=O)(=O)OCCCCOS(=O)(=O)C. Cell line: NCI-H226. Synergy scores: CSS=15.5, Synergy_ZIP=-1.32, Synergy_Bliss=-0.681, Synergy_Loewe=-51.2, Synergy_HSA=0.592. (4) Drug 1: CCCCCOC(=O)NC1=NC(=O)N(C=C1F)C2C(C(C(O2)C)O)O. Drug 2: CC1CCC2CC(C(=CC=CC=CC(CC(C(=O)C(C(C(=CC(C(=O)CC(OC(=O)C3CCCCN3C(=O)C(=O)C1(O2)O)C(C)CC4CCC(C(C4)OC)OCCO)C)C)O)OC)C)C)C)OC. Cell line: HOP-92. Synergy scores: CSS=-2.15, Synergy_ZIP=1.21, Synergy_Bliss=0.180, Synergy_Loewe=-1.03, Synergy_HSA=-1.33. (5) Drug 1: C1=CC(=C2C(=C1NCCNCCO)C(=O)C3=C(C=CC(=C3C2=O)O)O)NCCNCCO. Drug 2: CC(C)NC(=O)C1=CC=C(C=C1)CNNC.Cl. Synergy scores: CSS=34.1, Synergy_ZIP=4.16, Synergy_Bliss=4.74, Synergy_Loewe=-14.0, Synergy_HSA=3.65. Cell line: MDA-MB-231. (6) Drug 1: CCN(CC)CCNC(=O)C1=C(NC(=C1C)C=C2C3=C(C=CC(=C3)F)NC2=O)C. Drug 2: C1=NNC2=C1C(=O)NC=N2. Cell line: MDA-MB-231. Synergy scores: CSS=2.58, Synergy_ZIP=-1.66, Synergy_Bliss=-0.749, Synergy_Loewe=-2.70, Synergy_HSA=-1.52. (7) Drug 1: CN(C)N=NC1=C(NC=N1)C(=O)N. Drug 2: CC1=C(N=C(N=C1N)C(CC(=O)N)NCC(C(=O)N)N)C(=O)NC(C(C2=CN=CN2)OC3C(C(C(C(O3)CO)O)O)OC4C(C(C(C(O4)CO)O)OC(=O)N)O)C(=O)NC(C)C(C(C)C(=O)NC(C(C)O)C(=O)NCCC5=NC(=CS5)C6=NC(=CS6)C(=O)NCCC[S+](C)C)O. Cell line: 786-0. Synergy scores: CSS=20.3, Synergy_ZIP=-0.902, Synergy_Bliss=0.805, Synergy_Loewe=-85.1, Synergy_HSA=-0.513. (8) Drug 1: CC=C1C(=O)NC(C(=O)OC2CC(=O)NC(C(=O)NC(CSSCCC=C2)C(=O)N1)C(C)C)C(C)C. Drug 2: CCC1(CC2CC(C3=C(CCN(C2)C1)C4=CC=CC=C4N3)(C5=C(C=C6C(=C5)C78CCN9C7C(C=CC9)(C(C(C8N6C)(C(=O)OC)O)OC(=O)C)CC)OC)C(=O)OC)O.OS(=O)(=O)O. Cell line: NCI/ADR-RES. Synergy scores: CSS=-2.52, Synergy_ZIP=4.46, Synergy_Bliss=5.39, Synergy_Loewe=-1.52, Synergy_HSA=-0.273.